From a dataset of Forward reaction prediction with 1.9M reactions from USPTO patents (1976-2016). Predict the product of the given reaction. (1) The product is: [C:30]([C:27]1[CH:26]=[CH:25][C:24]([C:23]([C:18]2[CH:19]=[CH:20][CH:21]=[CH:22][C:17]=2[NH:16][CH:4]([CH2:5][C:6]2[CH:11]=[CH:10][C:9]([O:12][CH2:13][CH2:14][C:45]3[C:46]4[NH:47][C:48]5[C:40](=[CH:39][CH:38]=[CH:37][CH:36]=5)[C:41]=4[CH:42]=[CH:43][CH:44]=3)=[CH:8][CH:7]=2)[C:3]([OH:2])=[O:35])=[O:34])=[CH:29][CH:28]=1)([CH3:33])([CH3:31])[CH3:32]. Given the reactants C[O:2][C:3](=[O:35])[CH:4]([NH:16][C:17]1[CH:22]=[CH:21][CH:20]=[CH:19][C:18]=1[C:23](=[O:34])[C:24]1[CH:29]=[CH:28][C:27]([C:30]([CH3:33])([CH3:32])[CH3:31])=[CH:26][CH:25]=1)[CH2:5][C:6]1[CH:11]=[CH:10][C:9]([O:12][CH2:13][CH2:14]Br)=[CH:8][CH:7]=1.[CH:36]1[C:48]2[NH:47][C:46]3[C:41](=[CH:42][CH:43]=[CH:44][CH:45]=3)[C:40]=2[CH:39]=[CH:38][CH:37]=1.[OH-].[Na+], predict the reaction product. (2) Given the reactants S(=O)(=O)(O)O.[CH3:6][O:7][C:8]1[CH:9]=[C:10]([CH:13]=[C:14]([O:18][CH3:19])[C:15]=1[O:16][CH3:17])C=O.OO.[OH-].[Na+].S([O-])([O-])=[O:25].[Na+].[Na+], predict the reaction product. The product is: [CH3:6][O:7][C:8]1[CH:9]=[C:10]([OH:25])[CH:13]=[C:14]([O:18][CH3:19])[C:15]=1[O:16][CH3:17].